This data is from Full USPTO retrosynthesis dataset with 1.9M reactions from patents (1976-2016). The task is: Predict the reactants needed to synthesize the given product. (1) Given the product [C:1]([O:5][C:6]([N:8]1[CH2:13][CH2:12][CH:11]([N:14]([CH2:36][C:28]2[N:27]([CH2:24][CH:25]=[CH2:26])[C:31]3[CH:32]=[CH:33][CH:34]=[CH:35][C:30]=3[N:29]=2)[CH2:15][C:16]2[C:21]([CH3:22])=[CH:20][C:19]([CH3:23])=[CH:18][N:17]=2)[CH2:10][CH2:9]1)=[O:7])([CH3:4])([CH3:3])[CH3:2], predict the reactants needed to synthesize it. The reactants are: [C:1]([O:5][C:6]([N:8]1[CH2:13][CH2:12][CH:11]([NH:14][CH2:15][C:16]2[C:21]([CH3:22])=[CH:20][C:19]([CH3:23])=[CH:18][N:17]=2)[CH2:10][CH2:9]1)=[O:7])([CH3:4])([CH3:3])[CH3:2].[CH2:24]([N:27]1[C:31]2[CH:32]=[CH:33][CH:34]=[CH:35][C:30]=2[N:29]=[C:28]1[CH:36]=O)[CH:25]=[CH2:26].[BH-](OC(C)=O)(OC(C)=O)OC(C)=O.[Na+]. (2) Given the product [Br:19][C:11]1[CH:10]=[C:9]([CH2:8][CH2:7][N:1]2[CH2:6][CH2:5][O:4][CH2:3][CH2:2]2)[N:17]2[C:12]=1[C:13]([NH2:18])=[N:14][CH:15]=[N:16]2, predict the reactants needed to synthesize it. The reactants are: [N:1]1([CH2:7][CH2:8][C:9]2[N:17]3[C:12]([C:13]([NH2:18])=[N:14][CH:15]=[N:16]3)=[CH:11][CH:10]=2)[CH2:6][CH2:5][O:4][CH2:3][CH2:2]1.[Br:19]N1C(C)(C)C(=O)N(Br)C1=O. (3) Given the product [Cl:12][CH2:13][CH2:14][CH2:15][CH2:16][N:8]1[C:7]2[CH:11]=[C:3]([C:1]#[N:2])[CH:4]=[CH:5][C:6]=2[N:10]=[CH:9]1, predict the reactants needed to synthesize it. The reactants are: [C:1]([C:3]1[CH:4]=[CH:5][C:6]2[N:10]=[CH:9][NH:8][C:7]=2[CH:11]=1)#[N:2].[Cl:12][CH2:13][CH2:14][CH2:15][CH2:16]Br. (4) The reactants are: Cl[C:2]1[C:11]2[C:6](=[CH:7][C:8]([S:12]([NH:15][C:16]3[S:17][CH:18]=[CH:19][N:20]=3)(=[O:14])=[O:13])=[CH:9][CH:10]=2)[CH:5]=[CH:4][N:3]=1.C(=O)([O-])[O-].[K+].[K+].[C:27]1([CH:33]2[CH2:37][CH2:36][NH:35][CH2:34]2)[CH:32]=[CH:31][CH:30]=[CH:29][CH:28]=1. Given the product [C:27]1([CH:33]2[CH2:37][CH2:36][N:35]([C:2]3[C:11]4[C:6](=[CH:7][C:8]([S:12]([NH:15][C:16]5[S:17][CH:18]=[CH:19][N:20]=5)(=[O:14])=[O:13])=[CH:9][CH:10]=4)[CH:5]=[CH:4][N:3]=3)[CH2:34]2)[CH:32]=[CH:31][CH:30]=[CH:29][CH:28]=1, predict the reactants needed to synthesize it. (5) Given the product [NH:9]1[CH2:14][CH2:13][CH2:12][CH2:11][CH:10]1[C:15]([NH2:19])=[O:17], predict the reactants needed to synthesize it. The reactants are: C(O[N:9]1[CH2:14][CH2:13][CH2:12][CH2:11][CH:10]1[C:15]([OH:17])=O)C1C=CC=CC=1.O[N:19]1C2C=CC=CC=2N=N1.Cl.CN(C)CCCN=C=NCC.N. (6) Given the product [OH:1][CH2:2][C:3]1[CH:14]=[C:13]([CH3:15])[C:6]([O:7][CH2:8][C:9]([NH:18][NH2:19])=[O:10])=[C:5]([CH3:16])[CH:4]=1, predict the reactants needed to synthesize it. The reactants are: [OH:1][CH2:2][C:3]1[CH:14]=[C:13]([CH3:15])[C:6]([O:7][CH2:8][C:9](OC)=[O:10])=[C:5]([CH3:16])[CH:4]=1.O.[NH2:18][NH2:19].